From a dataset of Reaction yield outcomes from USPTO patents with 853,638 reactions. Predict the reaction yield, written as a fraction of the theoretical maximum amount of product (1.0 means a 100% yield; for example, 0.34 means a 34% yield). The reactants are C(O)=O.[NH2:4][CH2:5][C:6]1[CH:11]=[CH:10][C:9]([CH2:12][N:13]2[C:21]3[C:16](=[C:17]([O:22][CH3:23])[CH:18]=[CH:19][CH:20]=3)[C:15]([NH:24][S:25]([C:28]3[S:29][C:30]([Cl:33])=[CH:31][CH:32]=3)(=[O:27])=[O:26])=[N:14]2)=[CH:8][CH:7]=1.[C:34](O)(=[O:36])[CH3:35].CCN(C(C)C)C(C)C.CN(C(ON1N=NC2C=CC=NC1=2)=[N+](C)C)C.F[P-](F)(F)(F)(F)F. The catalyst is C(#N)C.C(Cl)Cl.O. The product is [Cl:33][C:30]1[S:29][C:28]([S:25]([NH:24][C:15]2[C:16]3[C:21](=[CH:20][CH:19]=[CH:18][C:17]=3[O:22][CH3:23])[N:13]([CH2:12][C:9]3[CH:8]=[CH:7][C:6]([CH2:5][NH:4][C:34](=[O:36])[CH3:35])=[CH:11][CH:10]=3)[N:14]=2)(=[O:27])=[O:26])=[CH:32][CH:31]=1. The yield is 0.870.